Predict the reaction yield, written as a fraction of the theoretical maximum amount of product (1.0 means a 100% yield; for example, 0.34 means a 34% yield). From a dataset of Reaction yield outcomes from USPTO patents with 853,638 reactions. (1) The reactants are Cl[C:2]1([C:16]2[CH:21]=[CH:20][C:19]([CH:22]([CH3:24])[CH3:23])=[CH:18][C:17]=2[O:25][CH3:26])[C:10](=[O:11])[C:9]2[C:4](=[CH:5][CH:6]=[CH:7][C:8]=2[N+:12]([O-:14])=[O:13])[C:3]1=[O:15].[N-:27]=[N+:28]=[N-:29].[Na+].[I-].[Na+].O. The catalyst is CC(C)=O. The product is [N:27]([C:2]1([C:16]2[CH:21]=[CH:20][C:19]([CH:22]([CH3:24])[CH3:23])=[CH:18][C:17]=2[O:25][CH3:26])[C:10](=[O:11])[C:9]2[C:4](=[CH:5][CH:6]=[CH:7][C:8]=2[N+:12]([O-:14])=[O:13])[C:3]1=[O:15])=[N+:28]=[N-:29]. The yield is 0.480. (2) The reactants are S(Cl)([Cl:3])=O.[Br:5][C:6]1[CH:11]=[CH:10][C:9]([CH2:12][CH2:13][S:14]([O-:17])(=O)=[O:15])=[CH:8][CH:7]=1.[Na+].C1C=CC=CC=1. The catalyst is CN(C)C=O. The product is [Br:5][C:6]1[CH:11]=[CH:10][C:9]([CH2:12][CH2:13][S:14]([Cl:3])(=[O:17])=[O:15])=[CH:8][CH:7]=1. The yield is 0.950.